This data is from Forward reaction prediction with 1.9M reactions from USPTO patents (1976-2016). The task is: Predict the product of the given reaction. (1) Given the reactants Cl.[CH3:2][CH:3]([N:5]1[CH2:10][CH2:9][N:8]([C:11]([C@H:13]2[CH2:17][CH2:16][N:15](C(OC(C)(C)C)=O)[CH2:14]2)=[O:12])[CH2:7][C@@H:6]1[CH3:25])[CH3:4], predict the reaction product. The product is: [CH3:4][CH:3]([N:5]1[CH2:10][CH2:9][N:8]([C:11]([C@H:13]2[CH2:17][CH2:16][NH:15][CH2:14]2)=[O:12])[CH2:7][C@@H:6]1[CH3:25])[CH3:2]. (2) Given the reactants [F:1][C:2]([C:5]1[N:15]=[C:8]2[N:9]=[C:10]([CH3:14])[CH:11]=[C:12](O)[N:7]2[N:6]=1)([F:4])[CH3:3].P(Cl)(Cl)([Cl:18])=O, predict the reaction product. The product is: [Cl:18][C:12]1[N:7]2[N:6]=[C:5]([C:2]([F:4])([F:1])[CH3:3])[N:15]=[C:8]2[N:9]=[C:10]([CH3:14])[CH:11]=1.